This data is from Forward reaction prediction with 1.9M reactions from USPTO patents (1976-2016). The task is: Predict the product of the given reaction. (1) Given the reactants [F:1][C:2]([F:11])([F:10])[C:3]1[CH:4]=[C:5]([CH:7]=[CH:8][CH:9]=1)[NH2:6].N1C=CC=CC=1.[CH3:18][O:19][C:20]1[CH:28]=[CH:27][CH:26]=[CH:25][C:21]=1[C:22](Cl)=[O:23], predict the reaction product. The product is: [CH3:18][O:19][C:20]1[CH:28]=[CH:27][CH:26]=[CH:25][C:21]=1[C:22]([NH:6][C:5]1[CH:7]=[CH:8][CH:9]=[C:3]([C:2]([F:10])([F:11])[F:1])[CH:4]=1)=[O:23]. (2) Given the reactants Br.C(O)(=O)C.[C:6]([O:14][C@@H:15]1[C@@H:38]([O:39][C:40](=[O:47])[C:41]2[CH:46]=[CH:45][CH:44]=[CH:43][CH:42]=2)[C@H:37]([O:48][C:49](=[O:56])[C:50]2[CH:55]=[CH:54][CH:53]=[CH:52][CH:51]=2)[C@@H:36]([C@@H:57]([CH3:67])[O:58][C:59](=[O:66])[C:60]2[CH:65]=[CH:64][CH:63]=[CH:62][CH:61]=2)[O:35][C@H:16]1OC1C(CC2C=CC(CC)=CC=2)=C(C)C=C(C)N=1)(=[O:13])[C:7]1[CH:12]=[CH:11][CH:10]=[CH:9][CH:8]=1.[CH3:68][O:69][C:70]1[CH:85]=[CH:84][C:73]([CH2:74][C:75]2[C:76]([OH:83])=[N:77][C:78]([CH3:82])=[CH:79][C:80]=2[CH3:81])=[CH:72][CH:71]=1, predict the reaction product. The product is: [C:6]([O:14][C@@H:15]1[C@@H:38]([O:39][C:40](=[O:47])[C:41]2[CH:46]=[CH:45][CH:44]=[CH:43][CH:42]=2)[C@H:37]([O:48][C:49](=[O:56])[C:50]2[CH:51]=[CH:52][CH:53]=[CH:54][CH:55]=2)[C@@H:36]([C@@H:57]([CH3:67])[O:58][C:59](=[O:66])[C:60]2[CH:61]=[CH:62][CH:63]=[CH:64][CH:65]=2)[O:35][C@H:16]1[O:83][C:76]1[C:75]([CH2:74][C:73]2[CH:72]=[CH:71][C:70]([O:69][CH3:68])=[CH:85][CH:84]=2)=[C:80]([CH3:81])[CH:79]=[C:78]([CH3:82])[N:77]=1)(=[O:13])[C:7]1[CH:12]=[CH:11][CH:10]=[CH:9][CH:8]=1. (3) Given the reactants [CH:1]1([CH2:4][O:5][C:6]2[CH:11]=[C:10]([F:12])[CH:9]=[CH:8][C:7]=2[C:13]2[N:17]([CH3:18])[CH:16]=[N:15][C:14]=2[C:19]2[CH:24]=[C:23]([C:25](O)=[O:26])[CH:22]=[CH:21][N:20]=2)[CH2:3][CH2:2]1.[H-].[H-].[H-].[H-].[Li+].[Al+3].O.[OH-].[Na+], predict the reaction product. The product is: [CH:1]1([CH2:4][O:5][C:6]2[CH:11]=[C:10]([F:12])[CH:9]=[CH:8][C:7]=2[C:13]2[N:17]([CH3:18])[CH:16]=[N:15][C:14]=2[C:19]2[CH:24]=[C:23]([CH2:25][OH:26])[CH:22]=[CH:21][N:20]=2)[CH2:3][CH2:2]1. (4) Given the reactants [CH2:1]=[CH:2][CH2:3][N:4]1[C@@H:21]2[CH2:22][C:9]3[CH:10]=[CH:11][C:12]([OH:24])=[C:13]4[O:14][C@H:15]5[C:16]([CH2:18][CH2:19][C@:20]2([OH:23])[C@:7]5([C:8]=34)[CH2:6][CH2:5]1)=[O:17].[C:25]([O-])([O-])=O.[K+].[K+].CI.O, predict the reaction product. The product is: [CH2:3]([N:4]1[CH2:5][CH2:6][C@@:7]23[C:8]4[C:9]5[CH2:22][C@@H:21]1[C@:20]2([OH:23])[CH2:19][CH2:18][C:16](=[O:17])[C@@H:15]3[O:14][C:13]=4[C:12]([O:24][CH3:25])=[CH:11][CH:10]=5)[CH:2]=[CH2:1]. (5) Given the reactants [NH:1]1[CH2:4][CH:3]([N:5]2[C:9]([C:10]3[CH:33]=[C:32]([F:34])[CH:31]=[CH:30][C:11]=3[O:12][C:13]3[C:18]([Cl:19])=[CH:17][C:16]([S:20]([NH:23][C:24]4[N:25]=[CH:26][S:27][CH:28]=4)(=[O:22])=[O:21])=[C:15]([F:29])[CH:14]=3)=[CH:8][CH:7]=[N:6]2)[CH2:2]1.CO.C=O.[C:39](O[BH-](OC(=O)C)OC(=O)C)(=O)C.[Na+], predict the reaction product. The product is: [Cl:19][C:18]1[C:13]([O:12][C:11]2[CH:30]=[CH:31][C:32]([F:34])=[CH:33][C:10]=2[C:9]2[N:5]([CH:3]3[CH2:4][N:1]([CH3:39])[CH2:2]3)[N:6]=[CH:7][CH:8]=2)=[CH:14][C:15]([F:29])=[C:16]([S:20]([NH:23][C:24]2[N:25]=[CH:26][S:27][CH:28]=2)(=[O:21])=[O:22])[CH:17]=1.